The task is: Regression. Given a peptide amino acid sequence and an MHC pseudo amino acid sequence, predict their binding affinity value. This is MHC class II binding data.. This data is from Peptide-MHC class II binding affinity with 134,281 pairs from IEDB. (1) The peptide sequence is SEQGEFKLLSEEKVP. The MHC is HLA-DQA10201-DQB10301 with pseudo-sequence HLA-DQA10201-DQB10301. The binding affinity (normalized) is 0. (2) The peptide sequence is MGDDGVLACAIATHA. The MHC is HLA-DQA10102-DQB10602 with pseudo-sequence HLA-DQA10102-DQB10602. The binding affinity (normalized) is 0.382. (3) The peptide sequence is GELQIVDKIQAAFKI. The binding affinity (normalized) is 0.629. The MHC is DRB3_0101 with pseudo-sequence DRB3_0101. (4) The peptide sequence is FPDRASIIRLVGAVL. The MHC is DRB1_1302 with pseudo-sequence DRB1_1302. The binding affinity (normalized) is 0.812.